This data is from Full USPTO retrosynthesis dataset with 1.9M reactions from patents (1976-2016). The task is: Predict the reactants needed to synthesize the given product. (1) Given the product [Cl:10][C:4]1[N:3]=[C:2]([Cl:1])[C:7]([Cl:8])=[CH:6][C:5]=1[C:9]([OH:11])=[O:17], predict the reactants needed to synthesize it. The reactants are: [Cl:1][C:2]1[C:7]([Cl:8])=[CH:6][C:5]([CH3:9])=[C:4]([Cl:10])[N:3]=1.[O-:11][Mn](=O)(=O)=O.[K+].[OH2:17]. (2) Given the product [CH2:25]([N:27]1[C:22]2[C:17](=[N:18][CH:19]=[C:20]([F:24])[CH:21]=2)[C:15]([C:12]2[CH:11]=[CH:10][C:9]([OH:8])=[CH:14][CH:13]=2)=[N:28]1)[CH3:26], predict the reactants needed to synthesize it. The reactants are: C([O:8][C:9]1[CH:14]=[CH:13][C:12]([C:15]([C:17]2[C:22](F)=[CH:21][C:20]([F:24])=[CH:19][N:18]=2)=O)=[CH:11][CH:10]=1)C1C=CC=CC=1.[CH2:25]([NH:27][NH2:28])[CH3:26].CC(O)C.